Dataset: Forward reaction prediction with 1.9M reactions from USPTO patents (1976-2016). Task: Predict the product of the given reaction. (1) Given the reactants [CH2:1]([O:3][C:4]([C:6]1[N:7]=[C:8](Br)[C:9]2[C:14]([C:15]=1[OH:16])=[CH:13][CH:12]=[C:11]([O:17][C:18]1[CH:23]=[CH:22][C:21]([F:24])=[CH:20][C:19]=1[Cl:25])[CH:10]=2)=[O:5])[CH3:2].[C:27]([Cu])#[N:28].N#N.Cl, predict the reaction product. The product is: [CH2:1]([O:3][C:4]([C:6]1[N:7]=[C:8]([C:27]#[N:28])[C:9]2[C:14]([C:15]=1[OH:16])=[CH:13][CH:12]=[C:11]([O:17][C:18]1[CH:23]=[CH:22][C:21]([F:24])=[CH:20][C:19]=1[Cl:25])[CH:10]=2)=[O:5])[CH3:2]. (2) Given the reactants Br[C:2]1[CH:3]=[CH:4][C:5]([Cl:12])=[C:6]([C:8]([F:11])([F:10])[F:9])[CH:7]=1.[NH:13]1[CH2:18][CH2:17][NH:16][CH2:15][CH2:14]1, predict the reaction product. The product is: [Cl:12][C:5]1[CH:4]=[CH:3][C:2]([N:13]2[CH2:18][CH2:17][NH:16][CH2:15][CH2:14]2)=[CH:7][C:6]=1[C:8]([F:11])([F:10])[F:9]. (3) Given the reactants Br[CH2:2][CH2:3][CH2:4][CH2:5][CH2:6][C:7]1[C:13]2[CH:14]=[CH:15][C:16]([OH:18])=[CH:17][C:12]=2[CH2:11][CH2:10][CH2:9][C:8]=1[C:19]1[CH:24]=[CH:23][CH:22]=[C:21]([OH:25])[CH:20]=1.[CH3:26][NH:27][CH2:28][CH2:29][CH2:30][CH2:31][CH2:32][CH2:33][S:34]([CH2:36][CH2:37][CH2:38][C:39]([F:45])([F:44])[C:40]([F:43])([F:42])[F:41])=[O:35], predict the reaction product. The product is: [OH:25][C:21]1[CH:20]=[C:19]([C:8]2[CH2:9][CH2:10][CH2:11][C:12]3[CH:17]=[C:16]([OH:18])[CH:15]=[CH:14][C:13]=3[C:7]=2[CH2:6][CH2:5][CH2:4][CH2:3][CH2:2][N:27]([CH3:26])[CH2:28][CH2:29][CH2:30][CH2:31][CH2:32][CH2:33][S:34]([CH2:36][CH2:37][CH2:38][C:39]([F:45])([F:44])[C:40]([F:41])([F:42])[F:43])=[O:35])[CH:24]=[CH:23][CH:22]=1. (4) Given the reactants [F:1][C:2]1[CH:23]=[CH:22][C:5]([CH2:6][O:7][CH2:8][C:9]([NH:11][CH2:12][CH2:13][CH2:14][C:15]2[CH:20]=[CH:19][C:18]([OH:21])=[CH:17][CH:16]=2)=[O:10])=[CH:4][CH:3]=1.CCOC(/N=N/C(OCC)=O)=O.[C:36]([N:43]1[CH2:47][CH2:46][C@H:45](O)[CH2:44]1)([O:38][C:39]([CH3:42])([CH3:41])[CH3:40])=[O:37], predict the reaction product. The product is: [F:1][C:2]1[CH:23]=[CH:22][C:5]([CH2:6][O:7][CH2:8][C:9]([NH:11][CH2:12][CH2:13][CH2:14][C:15]2[CH:16]=[CH:17][C:18]([O:21][C@@H:46]3[CH2:45][CH2:44][N:43]([C:36]([O:38][C:39]([CH3:42])([CH3:41])[CH3:40])=[O:37])[CH2:47]3)=[CH:19][CH:20]=2)=[O:10])=[CH:4][CH:3]=1. (5) Given the reactants [NH:1]1[C:9]2[C:4](=[CH:5][CH:6]=[C:7]([C:10]#[N:11])[CH:8]=2)[CH:3]=[CH:2]1.[Cl:12]N1C(=O)CCC1=O.C(=O)([O-])O.[Na+], predict the reaction product. The product is: [Cl:12][C:3]1[C:4]2[C:9](=[CH:8][C:7]([C:10]#[N:11])=[CH:6][CH:5]=2)[NH:1][CH:2]=1. (6) Given the reactants C[O:2][C:3]([CH:5]1[CH2:8][N:7]([C:9]2[CH:14]=[CH:13][C:12]([C:15]3[CH2:19][C:18]([C:24]4[CH:29]=[C:28]([Cl:30])[C:27]([Cl:31])=[C:26]([Cl:32])[CH:25]=4)([C:20]([F:23])([F:22])[F:21])[O:17][N:16]=3)=[CH:11][CH:10]=2)[CH2:6]1)=[O:4].[OH-].[Li+], predict the reaction product. The product is: [Cl:32][C:26]1[CH:25]=[C:24]([C:18]2([C:20]([F:21])([F:23])[F:22])[O:17][N:16]=[C:15]([C:12]3[CH:13]=[CH:14][C:9]([N:7]4[CH2:6][CH:5]([C:3]([OH:4])=[O:2])[CH2:8]4)=[CH:10][CH:11]=3)[CH2:19]2)[CH:29]=[C:28]([Cl:30])[C:27]=1[Cl:31]. (7) Given the reactants [Cl:1][CH2:2][CH2:3][CH2:4][CH:5]([C:13]1[CH:18]=[CH:17][CH:16]=[CH:15][C:14]=1[C:19]([F:22])([F:21])[F:20])[C:6]([O:8]C(C)(C)C)=[O:7], predict the reaction product. The product is: [Cl:1][CH2:2][CH2:3][CH2:4][CH:5]([C:13]1[CH:18]=[CH:17][CH:16]=[CH:15][C:14]=1[C:19]([F:20])([F:21])[F:22])[C:6]([OH:8])=[O:7]. (8) Given the reactants [CH3:1][O:2][C:3]1[CH:8]=[CH:7][CH:6]=[CH:5][C:4]=1[C@@H:9]([NH2:11])[CH3:10].C([O:16][C:17]([C:19]1[CH:24]=[CH:23][CH:22]=[CH:21][C:20]=1[C:25]1[CH:30]=[CH:29][C:28]([CH2:31][N:32]2[C:40]3[C:35](=[CH:36][C:37]([C:41](O)=[O:42])=[CH:38][CH:39]=3)[C:34]([CH3:44])=[C:33]2[CH3:45])=[CH:27][CH:26]=1)=[O:18])(C)(C)C, predict the reaction product. The product is: [CH3:1][O:2][C:3]1[CH:8]=[CH:7][CH:6]=[CH:5][C:4]=1[C@@H:9]([NH:11][C:41]([C:37]1[CH:36]=[C:35]2[C:40](=[CH:39][CH:38]=1)[N:32]([CH2:31][C:28]1[CH:27]=[CH:26][C:25]([C:20]3[C:19]([C:17]([OH:18])=[O:16])=[CH:24][CH:23]=[CH:22][CH:21]=3)=[CH:30][CH:29]=1)[C:33]([CH3:45])=[C:34]2[CH3:44])=[O:42])[CH3:10]. (9) Given the reactants [CH3:1][S:2]([NH:5][C:6]([C:8]1[CH:9]=[C:10]([CH:15]=[CH:16][CH:17]=1)[C:11]([O:13]C)=[O:12])=[O:7])(=[O:4])=[O:3].[OH-].[Na+], predict the reaction product. The product is: [CH3:1][S:2]([NH:5][C:6]([C:8]1[CH:9]=[C:10]([CH:15]=[CH:16][CH:17]=1)[C:11]([OH:13])=[O:12])=[O:7])(=[O:4])=[O:3].